From a dataset of Reaction yield outcomes from USPTO patents with 853,638 reactions. Predict the reaction yield, written as a fraction of the theoretical maximum amount of product (1.0 means a 100% yield; for example, 0.34 means a 34% yield). (1) The reactants are [N:1]([CH:4]([C:8]1[N:9]([CH2:19][C:20]2[CH:25]=[CH:24][CH:23]=[CH:22][CH:21]=2)[C:10](=[O:18])[C:11]2[C:16]([CH3:17])=[N:15][S:14][C:12]=2[N:13]=1)[CH:5]([CH3:7])[CH3:6])=[N+]=[N-]. The catalyst is CO.[Pd]. The product is [NH2:1][CH:4]([C:8]1[N:9]([CH2:19][C:20]2[CH:21]=[CH:22][CH:23]=[CH:24][CH:25]=2)[C:10](=[O:18])[C:11]2[C:16]([CH3:17])=[N:15][S:14][C:12]=2[N:13]=1)[CH:5]([CH3:7])[CH3:6]. The yield is 0.860. (2) The reactants are [CH3:1][CH2:2][CH2:3][CH:4]([NH2:8])[CH2:5][CH2:6][CH3:7].C(N(CC)CC)C.[O:16]1[C:20]2[CH:21]=[CH:22][C:23]([C:25](Cl)=[O:26])=[CH:24][C:19]=2[O:18][CH2:17]1. The product is [CH3:1][CH2:2][CH2:3][CH:4]([NH:8][C:25]([C:23]1[CH:22]=[CH:21][C:20]2[O:16][CH2:17][O:18][C:19]=2[CH:24]=1)=[O:26])[CH2:5][CH2:6][CH3:7]. The catalyst is ClCCl. The yield is 0.483. (3) The reactants are Br[C:2]1[C:11]2[C:6](=[C:7]([C:14]#[N:15])[CH:8]=[C:9]([O:12][CH3:13])[CH:10]=2)[C:5](=[O:16])[N:4]([C:17]2[CH:22]=[CH:21][C:20]([O:23][CH3:24])=[CH:19][CH:18]=2)[CH:3]=1.C(=O)([O-])[O-].[Cs+].[Cs+].[F:31][C:32]1[CH:33]=[C:34](B(O)O)[CH:35]=[C:36]([F:39])[C:37]=1[F:38]. The catalyst is C1C=CC([P]([Pd]([P](C2C=CC=CC=2)(C2C=CC=CC=2)C2C=CC=CC=2)([P](C2C=CC=CC=2)(C2C=CC=CC=2)C2C=CC=CC=2)[P](C2C=CC=CC=2)(C2C=CC=CC=2)C2C=CC=CC=2)(C2C=CC=CC=2)C2C=CC=CC=2)=CC=1. The product is [CH3:13][O:12][C:9]1[CH:10]=[C:11]2[C:6](=[C:7]([C:14]#[N:15])[CH:8]=1)[C:5](=[O:16])[N:4]([C:17]1[CH:22]=[CH:21][C:20]([O:23][CH3:24])=[CH:19][CH:18]=1)[CH:3]=[C:2]2[C:34]1[CH:33]=[C:32]([F:31])[C:37]([F:38])=[C:36]([F:39])[CH:35]=1. The yield is 0.929. (4) The reactants are ClCI.[Br:4][C:5]1[CH:6]=[C:7]([C:19]([OH:22])=[CH:20][N:21]=1)[C:8]([NH:10][CH2:11][C:12]1[CH:17]=[CH:16][C:15]([F:18])=[CH:14][CH:13]=1)=[O:9].[C:23]([O-])([O-])=O.[Cs+].[Cs+].O. The product is [Br:4][C:5]1[N:21]=[CH:20][C:19]2[O:22][CH2:23][N:10]([CH2:11][C:12]3[CH:13]=[CH:14][C:15]([F:18])=[CH:16][CH:17]=3)[C:8](=[O:9])[C:7]=2[CH:6]=1. The yield is 0.800. The catalyst is CN(C=O)C. (5) The reactants are [CH2:1]([N:8]1[CH2:12][CH:11]([C:13]2[CH:18]=[CH:17][C:16]([Cl:19])=[C:15]([Cl:20])[CH:14]=2)[CH:10]([NH2:21])[CH2:9]1)[C:2]1[CH:7]=[CH:6][CH:5]=[CH:4][CH:3]=1.C(N(CC)C(C)C)(C)C.[C:31]([O:35][C:36](O[C:36]([O:35][C:31]([CH3:34])([CH3:33])[CH3:32])=[O:37])=[O:37])([CH3:34])([CH3:33])[CH3:32]. The catalyst is ClCCl.CN(C)C1C=CN=CC=1. The product is [C:31]([O:35][C:36](=[O:37])[NH:21][C@@H:10]1[C@@H:11]([C:13]2[CH:18]=[CH:17][C:16]([Cl:19])=[C:15]([Cl:20])[CH:14]=2)[CH2:12][N:8]([CH2:1][C:2]2[CH:3]=[CH:4][CH:5]=[CH:6][CH:7]=2)[CH2:9]1)([CH3:34])([CH3:33])[CH3:32]. The yield is 0.140.